This data is from NCI-60 drug combinations with 297,098 pairs across 59 cell lines. The task is: Regression. Given two drug SMILES strings and cell line genomic features, predict the synergy score measuring deviation from expected non-interaction effect. (1) Cell line: A549. Synergy scores: CSS=51.5, Synergy_ZIP=3.03, Synergy_Bliss=1.08, Synergy_Loewe=-1.89, Synergy_HSA=2.92. Drug 1: COC1=C2C(=CC3=C1OC=C3)C=CC(=O)O2. Drug 2: CC1CCCC2(C(O2)CC(NC(=O)CC(C(C(=O)C(C1O)C)(C)C)O)C(=CC3=CSC(=N3)C)C)C. (2) Drug 1: C1C(C(OC1N2C=C(C(=O)NC2=O)F)CO)O. Drug 2: C1=CC=C(C=C1)NC(=O)CCCCCCC(=O)NO. Cell line: HS 578T. Synergy scores: CSS=18.0, Synergy_ZIP=-0.351, Synergy_Bliss=-0.00132, Synergy_Loewe=-22.8, Synergy_HSA=-0.620. (3) Drug 1: CC(CN1CC(=O)NC(=O)C1)N2CC(=O)NC(=O)C2. Drug 2: CC1=C(N=C(N=C1N)C(CC(=O)N)NCC(C(=O)N)N)C(=O)NC(C(C2=CN=CN2)OC3C(C(C(C(O3)CO)O)O)OC4C(C(C(C(O4)CO)O)OC(=O)N)O)C(=O)NC(C)C(C(C)C(=O)NC(C(C)O)C(=O)NCCC5=NC(=CS5)C6=NC(=CS6)C(=O)NCCC[S+](C)C)O. Cell line: HOP-92. Synergy scores: CSS=31.1, Synergy_ZIP=-5.24, Synergy_Bliss=0.202, Synergy_Loewe=1.08, Synergy_HSA=4.07. (4) Drug 1: C1C(C(OC1N2C=C(C(=O)NC2=O)F)CO)O. Drug 2: C1CN(CCN1C(=O)CCBr)C(=O)CCBr. Cell line: SNB-19. Synergy scores: CSS=19.8, Synergy_ZIP=-11.0, Synergy_Bliss=-0.0661, Synergy_Loewe=-2.43, Synergy_HSA=1.68. (5) Cell line: MDA-MB-435. Drug 1: C1=CC=C(C(=C1)C(C2=CC=C(C=C2)Cl)C(Cl)Cl)Cl. Synergy scores: CSS=10.9, Synergy_ZIP=0.330, Synergy_Bliss=5.93, Synergy_Loewe=3.55, Synergy_HSA=4.40. Drug 2: CN(C(=O)NC(C=O)C(C(C(CO)O)O)O)N=O. (6) Drug 1: CC1CCC2CC(C(=CC=CC=CC(CC(C(=O)C(C(C(=CC(C(=O)CC(OC(=O)C3CCCCN3C(=O)C(=O)C1(O2)O)C(C)CC4CCC(C(C4)OC)O)C)C)O)OC)C)C)C)OC. Drug 2: CS(=O)(=O)OCCCCOS(=O)(=O)C. Cell line: OVCAR-8. Synergy scores: CSS=10.7, Synergy_ZIP=-6.64, Synergy_Bliss=-5.58, Synergy_Loewe=-22.4, Synergy_HSA=-4.94. (7) Drug 1: CN1CCC(CC1)COC2=C(C=C3C(=C2)N=CN=C3NC4=C(C=C(C=C4)Br)F)OC. Drug 2: CNC(=O)C1=NC=CC(=C1)OC2=CC=C(C=C2)NC(=O)NC3=CC(=C(C=C3)Cl)C(F)(F)F. Cell line: TK-10. Synergy scores: CSS=18.5, Synergy_ZIP=-12.1, Synergy_Bliss=-9.87, Synergy_Loewe=-8.71, Synergy_HSA=-7.68. (8) Drug 1: CCN(CC)CCNC(=O)C1=C(NC(=C1C)C=C2C3=C(C=CC(=C3)F)NC2=O)C. Drug 2: COCCOC1=C(C=C2C(=C1)C(=NC=N2)NC3=CC=CC(=C3)C#C)OCCOC.Cl. Cell line: MOLT-4. Synergy scores: CSS=-4.89, Synergy_ZIP=-1.70, Synergy_Bliss=-9.40, Synergy_Loewe=-12.4, Synergy_HSA=-10.6. (9) Drug 1: C1=NNC2=C1C(=O)NC=N2. Drug 2: N.N.Cl[Pt+2]Cl. Cell line: A498. Synergy scores: CSS=14.4, Synergy_ZIP=0.901, Synergy_Bliss=1.38, Synergy_Loewe=-12.8, Synergy_HSA=0.518.